This data is from Full USPTO retrosynthesis dataset with 1.9M reactions from patents (1976-2016). The task is: Predict the reactants needed to synthesize the given product. Given the product [C:11]([C:13]1([NH:24][S:25]([C:27]([CH3:30])([CH3:29])[CH3:28])=[O:26])[CH2:16][N:15]([C:17]([O:19][C:20]([CH3:22])([CH3:23])[CH3:21])=[O:18])[CH2:14]1)(=[NH:4])[NH2:12], predict the reactants needed to synthesize it. The reactants are: C([NH:4][C@@H](CS)C(O)=O)(=O)C.[C:11]([C:13]1([NH:24][S:25]([C:27]([CH3:30])([CH3:29])[CH3:28])=[O:26])[CH2:16][N:15]([C:17]([O:19][C:20]([CH3:23])([CH3:22])[CH3:21])=[O:18])[CH2:14]1)#[N:12].C([O-])(=O)C.[NH4+].